From a dataset of Full USPTO retrosynthesis dataset with 1.9M reactions from patents (1976-2016). Predict the reactants needed to synthesize the given product. (1) The reactants are: [C:1]([C:3]1[CH:4]=[C:5]([NH:9][C:10]([N:12]2[CH2:16][CH2:15][S:14][CH2:13]2)=[O:11])[CH:6]=[CH:7][CH:8]=1)#[N:2].Cl. Given the product [NH2:2][CH2:1][C:3]1[CH:4]=[C:5]([NH:9][C:10]([N:12]2[CH2:16][CH2:15][S:14][CH2:13]2)=[O:11])[CH:6]=[CH:7][CH:8]=1, predict the reactants needed to synthesize it. (2) Given the product [F:1][C:2]1[CH:7]=[CH:6][C:5]([CH3:8])=[CH:4][C:3]=1[NH:9][C:10]([NH:12][C:13]1[CH:14]=[CH:15][C:16]([O:17][C:18]2[CH:23]=[CH:22][N:21]=[C:20]([C:24]3[NH:28][CH:27]=[C:26]([C:29]([NH:50][CH2:49][CH2:45][CH2:46][N:42]4[CH2:43][CH2:44][CH:39]([OH:38])[CH2:40][CH2:41]4)=[O:30])[CH:25]=3)[CH:19]=2)=[CH:36][CH:37]=1)=[O:11], predict the reactants needed to synthesize it. The reactants are: [F:1][C:2]1[CH:7]=[CH:6][C:5]([CH3:8])=[CH:4][C:3]=1[NH:9][C:10]([NH:12][C:13]1[CH:37]=[CH:36][C:16]([O:17][C:18]2[CH:23]=[CH:22][N:21]=[C:20]([C:24]3[NH:28][CH:27]=[C:26]([C:29](NCCC=O)=[O:30])[CH:25]=3)[CH:19]=2)=[CH:15][CH:14]=1)=[O:11].[OH:38][CH:39]1[CH2:44][CH2:43][NH:42][CH2:41][CH2:40]1.[C:45](O)(=O)[CH3:46].[C:49]([BH3-])#[N:50].[Na+].C1COCC1. (3) Given the product [CH3:21][O:22][C:23]1[CH:24]=[C:25]([C:2]2[N:7]=[C:6]([O:8][C@@H:9]([C@H:11]3[CH2:15][NH:14][C:13](=[O:16])[CH2:12]3)[CH3:10])[C:5]3=[CH:17][N:18]([CH3:20])[N:19]=[C:4]3[CH:3]=2)[CH:26]=[CH:27][C:28]=1[O:29][CH3:30], predict the reactants needed to synthesize it. The reactants are: Cl[C:2]1[N:7]=[C:6]([O:8][C@@H:9]([C@H:11]2[CH2:15][NH:14][C:13](=[O:16])[CH2:12]2)[CH3:10])[C:5]2=[CH:17][N:18]([CH3:20])[N:19]=[C:4]2[CH:3]=1.[CH3:21][O:22][C:23]1[CH:24]=[C:25](B(O)O)[CH:26]=[CH:27][C:28]=1[O:29][CH3:30].C(=O)([O-])[O-].[Na+].[Na+]. (4) Given the product [NH2:34][C@H:35]([C:43]([OH:45])=[O:44])[CH2:36][CH2:37][CH2:38][NH:39][C:40](=[NH:41])[NH2:42].[CH:1]1([C:6]2[CH:29]=[CH:28][C:9]([CH2:10][O:11][C:12]3[CH:20]=[CH:19][C:18]4[NH:17][C:16]5[C@@H:21]([CH2:24][C:25]([O-:27])=[O:26])[CH2:22][CH2:23][C:15]=5[C:14]=4[CH:13]=3)=[CH:8][C:7]=2[C:30]([F:33])([F:31])[F:32])[CH2:5][CH2:4][CH2:3][CH2:2]1, predict the reactants needed to synthesize it. The reactants are: [CH:1]1([C:6]2[CH:29]=[CH:28][C:9]([CH2:10][O:11][C:12]3[CH:20]=[CH:19][C:18]4[NH:17][C:16]5[C@@H:21]([CH2:24][C:25]([OH:27])=[O:26])[CH2:22][CH2:23][C:15]=5[C:14]=4[CH:13]=3)=[CH:8][C:7]=2[C:30]([F:33])([F:32])[F:31])[CH2:5][CH2:4][CH2:3][CH2:2]1.[NH2:34][C@H:35]([C:43]([OH:45])=[O:44])[CH2:36][CH2:37][CH2:38][NH:39][C:40](=[NH:42])[NH2:41].C([O-])(=O)C.